This data is from Reaction yield outcomes from USPTO patents with 853,638 reactions. The task is: Predict the reaction yield, written as a fraction of the theoretical maximum amount of product (1.0 means a 100% yield; for example, 0.34 means a 34% yield). The reactants are [N+:1]([C:4]1[CH:5]=[C:6]([CH:9]=[CH:10][CH:11]=1)[CH:7]=[O:8])([O-:3])=[O:2].[P:12]([O-:19])([O:16][CH2:17][CH3:18])[O:13][CH2:14][CH3:15].[F-].[K+]. The catalyst is C(Cl)Cl. The product is [OH:8][CH:7]([P:12](=[O:19])([O:16][CH2:17][CH3:18])[O:13][CH2:14][CH3:15])[C:6]1[CH:9]=[CH:10][CH:11]=[C:4]([N+:1]([O-:3])=[O:2])[CH:5]=1. The yield is 0.990.